Task: Predict the reactants needed to synthesize the given product.. Dataset: Full USPTO retrosynthesis dataset with 1.9M reactions from patents (1976-2016) (1) Given the product [F:14][CH2:15][CH2:16][CH:10]([S:9][C:3]1[CH:4]=[CH:5][CH:6]=[CH:7][CH:2]=1)[C:11]([OH:13])=[O:12], predict the reactants needed to synthesize it. The reactants are: Cl[C:2]1[CH:7]=[CH:6][C:5](Cl)=[CH:4][C:3]=1[S:9][CH2:10][C:11]([OH:13])=[O:12].[F:14][C:15]1C=CC(S)=C[CH:16]=1.[OH-].[K+].BrCCCC(OCC)=O. (2) Given the product [Cl:23][C:18]1[CH:17]=[C:16]([NH:15][C:5]2[C:4]3[C:9](=[C:10]([F:12])[CH:11]=[C:2]([NH:1][CH2:29][C:28]4[N:27]=[CH:26][N:25]([CH3:24])[C:37]=4[CH3:36])[CH:3]=3)[N:8]=[CH:7][C:6]=2[C:13]#[N:14])[CH:21]=[CH:20][C:19]=1[F:22], predict the reactants needed to synthesize it. The reactants are: [NH2:1][C:2]1[CH:3]=[C:4]2[C:9](=[C:10]([F:12])[CH:11]=1)[N:8]=[CH:7][C:6]([C:13]#[N:14])=[C:5]2[NH:15][C:16]1[CH:21]=[CH:20][C:19]([F:22])=[C:18]([Cl:23])[CH:17]=1.[CH3:24][N:25]1[CH:29]=[CH:28][N:27]=[C:26]1C=O.[BH3-]C#N.[Na+].[CH3:36][CH2:37]O. (3) Given the product [CH3:6][CH:7]([CH3:22])[CH2:8][N:9]1[C:21]2[C:20]3[CH:19]=[CH:18][CH:17]=[CH:16][C:15]=3[N:14]=[CH:13][C:12]=2[N:11]=[C:10]1[CH:26]=[O:27], predict the reactants needed to synthesize it. The reactants are: C([Li])CCC.[CH3:6][CH:7]([CH3:22])[CH2:8][N:9]1[C:21]2[C:20]3[CH:19]=[CH:18][CH:17]=[CH:16][C:15]=3[N:14]=[CH:13][C:12]=2[N:11]=[CH:10]1.CN([CH:26]=[O:27])C. (4) Given the product [CH3:21][O:22][C:23]1[CH:24]=[C:25]2[C:30](=[CH:31][C:32]=1[O:33][CH3:34])[N:29]=[CH:28][N:27]=[C:26]2[O:35][C:36]1[CH:37]=[C:38]([NH:39][C:12]([NH:11][C:4]2[CH:5]=[C:6]([C:7]([F:8])([F:9])[F:10])[N:2]([CH3:1])[N:3]=2)=[O:20])[CH:40]=[CH:41][CH:42]=1, predict the reactants needed to synthesize it. The reactants are: [CH3:1][N:2]1[C:6]([C:7]([F:10])([F:9])[F:8])=[CH:5][C:4]([NH:11][C:12](=[O:20])OC2C=CC=CC=2)=[N:3]1.[CH3:21][O:22][C:23]1[CH:24]=[C:25]2[C:30](=[CH:31][C:32]=1[O:33][CH3:34])[N:29]=[CH:28][N:27]=[C:26]2[O:35][C:36]1[CH:37]=[C:38]([CH:40]=[CH:41][CH:42]=1)[NH2:39].C(N(CC)C(C)C)(C)C. (5) Given the product [CH:1]1([CH2:4][O:5][C:9]2[CH:18]=[N:17][C:16]3[C:15](=[O:19])[N:14]=[CH:13][NH:12][C:11]=3[CH:10]=2)[CH2:3][CH2:2]1, predict the reactants needed to synthesize it. The reactants are: [CH:1]1([CH2:4][OH:5])[CH2:3][CH2:2]1.[H-].[Na+].Cl[C:9]1[CH:18]=[N:17][C:16]2[C:15](=[O:19])[N:14]=[CH:13][NH:12][C:11]=2[CH:10]=1. (6) Given the product [CH3:44][C:41]1[S:42][CH:43]=[C:39](/[C:37](=[N:36]\[O:35][C:20]([C:10]2[C:11]([C:14]3[CH:19]=[CH:18][CH:17]=[CH:16][CH:15]=3)=[N:12][O:13][C:9]=2[CH3:8])=[O:21])/[NH2:38])[N:40]=1, predict the reactants needed to synthesize it. The reactants are: C(N(CC)CC)C.[CH3:8][C:9]1[O:13][N:12]=[C:11]([C:14]2[CH:19]=[CH:18][CH:17]=[CH:16][CH:15]=2)[C:10]=1[C:20](Cl)=[O:21].CC1C=C(C)C=C(C)C=1C(Cl)=O.[OH:35]/[N:36]=[C:37](/[C:39]1[N:40]=[C:41]([CH3:44])[S:42][CH:43]=1)\[NH2:38].